From a dataset of Full USPTO retrosynthesis dataset with 1.9M reactions from patents (1976-2016). Predict the reactants needed to synthesize the given product. (1) Given the product [C:19]([C:2]1[CH:11]=[C:10]2[C:5]([CH2:6][CH2:7][CH2:8][CH:9]2[OH:12])=[CH:4][CH:3]=1)#[N:20], predict the reactants needed to synthesize it. The reactants are: Br[C:2]1[CH:11]=[C:10]2[C:5]([CH2:6][CH2:7][CH2:8][CH:9]2[OH:12])=[CH:4][CH:3]=1.O.C(OCC)C.[CH3:19][N:20](C=O)C. (2) Given the product [P:1]([O:21][CH2:17][CH:18]([CH3:20])[CH3:19])([O:8][CH2:9][CH2:10][CH2:11][CH3:12])([O:3][CH2:4][CH2:5][CH2:6][CH3:7])=[O:2], predict the reactants needed to synthesize it. The reactants are: [P:1](Cl)([O:8][CH2:9][CH2:10][CH2:11][CH3:12])([O:3][CH2:4][CH2:5][CH2:6][CH3:7])=[O:2].ClCCl.[CH2:17]([OH:21])[CH:18]([CH3:20])[CH3:19].